This data is from Catalyst prediction with 721,799 reactions and 888 catalyst types from USPTO. The task is: Predict which catalyst facilitates the given reaction. (1) Reactant: Cl.[NH2:2][OH:3].C([O-])(=O)C.[Na+].[NH2:9][C:10]1[N:11]=[C:12]([C:21]2[CH:26]=[C:25]([O:27][CH2:28][CH2:29][N:30]([CH2:33][CH3:34])[CH2:31][CH3:32])[C:24]([Cl:35])=[CH:23][C:22]=2[Cl:36])[C:13]2[CH:18]=[C:17]([C:19]#[N:20])[S:16][C:14]=2[N:15]=1.O. Product: [NH2:9][C:10]1[N:11]=[C:12]([C:21]2[CH:26]=[C:25]([O:27][CH2:28][CH2:29][N:30]([CH2:31][CH3:32])[CH2:33][CH3:34])[C:24]([Cl:35])=[CH:23][C:22]=2[Cl:36])[C:13]2[CH:18]=[C:17]([C:19]([NH:2][OH:3])=[NH:20])[S:16][C:14]=2[N:15]=1. The catalyst class is: 8. (2) Reactant: [NH2:1][C:2]1[N:7]=[C:6](Cl)[CH:5]=[CH:4][N:3]=1.[NH2:9][C:10]1[CH:15]=[C:14]([OH:16])[C:13]([CH3:17])=[CH:12][CH:11]=1. Product: [NH2:1][C:2]1[N:7]=[C:6]([NH:9][C:10]2[CH:11]=[CH:12][C:13]([CH3:17])=[C:14]([OH:16])[CH:15]=2)[CH:5]=[CH:4][N:3]=1. The catalyst class is: 14. (3) Reactant: Cl[CH:2]([CH:16]1[CH2:21][CH2:20][CH2:19][CH2:18][CH2:17]1)[C:3]1[CH:7]=[C:6]([C:8]2[CH:13]=[CH:12][C:11]([F:14])=[CH:10][CH:9]=2)[O:5][C:4]=1[CH3:15].[NH2:22][C:23]1[CH:24]=[CH:25][C:26]([C:29]([O:31]C)=[O:30])=[N:27][CH:28]=1.C(=O)([O-])[O-].[Na+].[Na+].[I-].[Na+]. Product: [CH:16]1([CH:2]([NH:22][C:23]2[CH:24]=[CH:25][C:26]([C:29]([OH:31])=[O:30])=[N:27][CH:28]=2)[C:3]2[CH:7]=[C:6]([C:8]3[CH:13]=[CH:12][C:11]([F:14])=[CH:10][CH:9]=3)[O:5][C:4]=2[CH3:15])[CH2:21][CH2:20][CH2:19][CH2:18][CH2:17]1. The catalyst class is: 395. (4) Reactant: [NH:1]1[C:6]2[CH:7]=[CH:8][CH:9]=[CH:10][C:5]=2[O:4][CH2:3][S:2]1(=[O:12])=[O:11].[C:13]1(B(O)O)[CH:18]=[CH:17][CH:16]=[CH:15][CH:14]=1.[N+]1([O-])C=CC=CC=1.C(N(CC)CC)C. Product: [C:13]1([N:1]2[C:6]3[CH:7]=[CH:8][CH:9]=[CH:10][C:5]=3[O:4][CH2:3][S:2]2(=[O:11])=[O:12])[CH:18]=[CH:17][CH:16]=[CH:15][CH:14]=1. The catalyst class is: 221.